This data is from Forward reaction prediction with 1.9M reactions from USPTO patents (1976-2016). The task is: Predict the product of the given reaction. (1) Given the reactants [C:1]([C:9]1[CH:10]=[N:11][C:12]2[C:17]([C:18]=1[C:19]1[CH:20]=[C:21]([CH:24]=[CH:25][CH:26]=1)[CH:22]=O)=[CH:16][CH:15]=[CH:14][C:13]=2[C:27]([F:30])([F:29])[F:28])(=[O:8])[C:2]1[CH:7]=[CH:6][CH:5]=[CH:4][CH:3]=1.[CH3:31][O:32][CH2:33][CH2:34][NH2:35], predict the reaction product. The product is: [CH3:31][O:32][CH2:33][CH2:34][NH:35][CH2:22][C:21]1[CH:20]=[C:19]([C:18]2[C:17]3[C:12](=[C:13]([C:27]([F:29])([F:30])[F:28])[CH:14]=[CH:15][CH:16]=3)[N:11]=[CH:10][C:9]=2[C:1]([C:2]2[CH:7]=[CH:6][CH:5]=[CH:4][CH:3]=2)=[O:8])[CH:26]=[CH:25][CH:24]=1. (2) Given the reactants C[Al](C)C.[C:5]([NH:8][NH2:9])(=[O:7])[CH3:6].[ClH:10].Cl.[CH3:12][C:13]1[CH:22]=[CH:21][C:20]2[C:15](=[CH:16][CH:17]=[CH:18][C:19]=2[N:23]2[CH2:28][CH2:27][N:26]([CH2:29][CH2:30][C:31]3[C:40]4[O:39][CH2:38][C:37]5=[C:41]([C:44](OCC)=[O:45])[N:42]=[CH:43][N:36]5[C:35]=4[CH:34]=[CH:33][CH:32]=3)[CH2:25][CH2:24]2)[N:14]=1, predict the reaction product. The product is: [ClH:10].[ClH:10].[C:5]([NH:8][NH:9][C:44]([C:41]1[N:42]=[CH:43][N:36]2[C:35]3[CH:34]=[CH:33][CH:32]=[C:31]([CH2:30][CH2:29][N:26]4[CH2:27][CH2:28][N:23]([C:19]5[CH:18]=[CH:17][CH:16]=[C:15]6[C:20]=5[CH:21]=[CH:22][C:13]([CH3:12])=[N:14]6)[CH2:24][CH2:25]4)[C:40]=3[O:39][CH2:38][C:37]=12)=[O:45])(=[O:7])[CH3:6]. (3) Given the reactants [Cl:1][C:2]1[N:7]=[C:6]([NH:8][C@@H:9]([C:12]([CH3:15])([CH3:14])[CH3:13])[CH2:10][SH:11])[C:5]([F:16])=[CH:4][N:3]=1.C([O-])([O-])=O.[K+].[K+].Br[CH2:24][C:25]([O:27][C:28]([CH3:31])([CH3:30])[CH3:29])=[O:26], predict the reaction product. The product is: [Cl:1][C:2]1[N:7]=[C:6]([NH:8][C@@H:9]([C:12]([CH3:13])([CH3:15])[CH3:14])[CH2:10][S:11][CH2:24][C:25]([O:27][C:28]([CH3:31])([CH3:30])[CH3:29])=[O:26])[C:5]([F:16])=[CH:4][N:3]=1. (4) Given the reactants [S:1]1[CH:5]=[CH:4][CH:3]=[C:2]1[CH:6]=O.[CH3:8][O:9][CH2:10][CH2:11][NH2:12].[C:13]1(=[O:24])[O:19][C:17](=O)[C:16]2=[CH:20][CH:21]=[CH:22][CH:23]=[C:15]2[CH2:14]1.[NH2:25][C:26]1[N+:30](=[CH2:31])[N:29]=[C:28]([CH:32]2[CH2:34][CH2:33]2)[CH:27]=1, predict the reaction product. The product is: [CH:32]1([C:28]2[CH:27]=[C:26]([NH:25][C:13]([CH:14]3[C:15]4[C:16](=[CH:20][CH:21]=[CH:22][CH:23]=4)[C:17](=[O:19])[N:12]([CH2:11][CH2:10][O:9][CH3:8])[CH:6]3[C:2]3[S:1][CH:5]=[CH:4][CH:3]=3)=[O:24])[N:30]([CH3:31])[N:29]=2)[CH2:34][CH2:33]1. (5) Given the reactants [I:1][C:2]1[CH:3]=[C:4]([CH:6]=[CH:7][CH:8]=1)[NH2:5].[CH2:9]([O:11][C:12](=[O:26])[CH:13]([C:18](=O)[C:19]1[CH:24]=[CH:23][CH:22]=[CH:21][CH:20]=1)[CH2:14][C:15](=O)[CH3:16])[CH3:10].CC1C=CC(S(O)(=O)=O)=CC=1, predict the reaction product. The product is: [CH2:9]([O:11][C:12]([C:13]1[CH:14]=[C:15]([CH3:16])[N:5]([C:4]2[CH:6]=[CH:7][CH:8]=[C:2]([I:1])[CH:3]=2)[C:18]=1[C:19]1[CH:20]=[CH:21][CH:22]=[CH:23][CH:24]=1)=[O:26])[CH3:10]. (6) Given the reactants [C:1]([C:4]1[N:9]=[C:8]([CH2:10][N:11]2[CH2:15][CH2:14][N:13]([C@@H:16]([C:24]([CH3:27])([CH3:26])[CH3:25])[C:17]([O:19][C:20]([CH3:23])([CH3:22])[CH3:21])=[O:18])[C:12]2=[O:28])[CH:7]=[CH:6][CH:5]=1)([CH3:3])=[CH2:2], predict the reaction product. The product is: [CH:1]([C:4]1[N:9]=[C:8]([CH2:10][N:11]2[CH2:15][CH2:14][N:13]([C@@H:16]([C:24]([CH3:25])([CH3:27])[CH3:26])[C:17]([O:19][C:20]([CH3:23])([CH3:22])[CH3:21])=[O:18])[C:12]2=[O:28])[CH:7]=[CH:6][CH:5]=1)([CH3:3])[CH3:2].